From a dataset of Catalyst prediction with 721,799 reactions and 888 catalyst types from USPTO. Predict which catalyst facilitates the given reaction. (1) The catalyst class is: 4. Product: [CH2:11]([CH:13]([CH2:19][C:20]1[CH:21]=[CH:22][C:23]([O:26][CH3:27])=[C:24]([CH:6]=[O:7])[CH:25]=1)[C:14]([O:16][CH2:17][CH3:18])=[O:15])[CH3:12]. Reactant: [Sn](Cl)(Cl)(Cl)Cl.[CH3:6][O:7]C(Cl)Cl.[CH2:11]([CH:13]([CH2:19][C:20]1[CH:25]=[CH:24][C:23]([O:26][CH3:27])=[CH:22][CH:21]=1)[C:14]([O:16][CH2:17][CH3:18])=[O:15])[CH3:12].Cl. (2) Reactant: [CH3:1][S:2](Cl)(=[O:4])=[O:3].Cl.[NH:7]1[CH2:12][CH2:11][CH2:10][CH:9]([CH2:13][NH:14][C:15]([C:17]2[CH:18]=[N:19][C:20]([C:23]3[CH:28]=[CH:27][CH:26]=[C:25]([F:29])[CH:24]=3)=[N:21][CH:22]=2)=[O:16])[CH2:8]1.C(N(CC)CC)C. Product: [CH3:1][S:2]([N:7]1[CH2:12][CH2:11][CH2:10][CH:9]([CH2:13][NH:14][C:15]([C:17]2[CH:22]=[N:21][C:20]([C:23]3[CH:28]=[CH:27][CH:26]=[C:25]([F:29])[CH:24]=3)=[N:19][CH:18]=2)=[O:16])[CH2:8]1)(=[O:4])=[O:3]. The catalyst class is: 2. (3) Reactant: C(NC(C)C)(C)C.C([Li])CCC.[CH2:13]([C@H:16]1[CH2:21][CH2:20][C@H:19]([C:22](Cl)=[O:23])[CH2:18][CH2:17]1)[CH2:14][CH3:15].[C:25]([O:28][CH2:29][CH3:30])(=[O:27])[CH3:26]. Product: [CH2:29]([O:28][C:25](=[O:27])[CH2:26][C:22](=[O:23])[C@H:19]1[CH2:20][CH2:21][C@H:16]([CH2:13][CH2:14][CH3:15])[CH2:17][CH2:18]1)[CH3:30]. The catalyst class is: 1. (4) Reactant: [I:1][C:2]1[C:3](N)=[CH:4][C:5]2[O:9][CH2:8][O:7][C:6]=2[CH:10]=1.[CH2:12]=O.[BH3-][C:15]#[N:16].[Na+].O. Product: [I:1][C:2]1[C:3]([N:16]([CH3:15])[CH3:12])=[CH:4][C:5]2[O:9][CH2:8][O:7][C:6]=2[CH:10]=1. The catalyst class is: 5. (5) Reactant: C[O:2][C:3]1[C:8]2[C:9](=[O:29])/[C:10](=[CH:12]/[C:13]3[C:21]4[C:16](=[CH:17][CH:18]=[CH:19][CH:20]=4)[N:15]([CH3:22])[C:14]=3[C:23]3[CH:28]=[CH:27][CH:26]=[CH:25][CH:24]=3)/[O:11][C:7]=2[CH:6]=[C:5]([O:30][CH3:31])[CH:4]=1.B(Br)(Br)Br. Product: [OH:2][C:3]1[C:8]2[C:9](=[O:29])/[C:10](=[CH:12]/[C:13]3[C:21]4[C:16](=[CH:17][CH:18]=[CH:19][CH:20]=4)[N:15]([CH3:22])[C:14]=3[C:23]3[CH:28]=[CH:27][CH:26]=[CH:25][CH:24]=3)/[O:11][C:7]=2[CH:6]=[C:5]([O:30][CH3:31])[CH:4]=1. The catalyst class is: 4. (6) Reactant: [C:1]([O:5][C:6]([NH:8][CH2:9][C:10]([OH:12])=O)=[O:7])([CH3:4])([CH3:3])[CH3:2].CN(C(ON1N=NC2C=CC=CC1=2)=[N+](C)C)C.F[P-](F)(F)(F)(F)F.C(N(C(C)C)CC)(C)C.[CH:46]1([NH:51][C:52]2[CH:57]=[CH:56][C:55]([S:58]([O:61][C:62]3[CH:71]=[CH:70][C:65]4[NH:66][C:67]([NH2:69])=[N:68][C:64]=4[CH:63]=3)(=[O:60])=[O:59])=[CH:54][CH:53]=2)[CH2:50][CH2:49][CH2:48][CH2:47]1. Product: [CH:46]1([NH:51][C:52]2[CH:57]=[CH:56][C:55]([S:58]([O:61][C:62]3[CH:71]=[CH:70][C:65]4[NH:66][C:67]([NH:69][C:10](=[O:12])[CH2:9][NH:8][C:6]([O:5][C:1]([CH3:2])([CH3:3])[CH3:4])=[O:7])=[N:68][C:64]=4[CH:63]=3)(=[O:59])=[O:60])=[CH:54][CH:53]=2)[CH2:50][CH2:49][CH2:48][CH2:47]1. The catalyst class is: 9.